The task is: Predict the reactants needed to synthesize the given product.. This data is from Full USPTO retrosynthesis dataset with 1.9M reactions from patents (1976-2016). Given the product [CH2:22]([O:29][C:30]1[CH:35]=[CH:34][C:33]([O:21][C:5]2[CH:4]=[C:3]([O:2][CH3:1])[CH:12]=[C:11]3[C:6]=2[CH2:7][CH:8]([C:13]2[CH:14]=[CH:15][C:16]([O:19][CH3:20])=[CH:17][CH:18]=2)[CH2:9][CH2:10]3)=[CH:32][CH:31]=1)[C:23]1[CH:28]=[CH:27][CH:26]=[CH:25][CH:24]=1, predict the reactants needed to synthesize it. The reactants are: [CH3:1][O:2][C:3]1[CH:4]=[C:5]([OH:21])[C:6]2[CH2:7][CH:8]([C:13]3[CH:18]=[CH:17][C:16]([O:19][CH3:20])=[CH:15][CH:14]=3)[CH2:9][CH2:10][C:11]=2[CH:12]=1.[CH2:22]([O:29][C:30]1[CH:35]=[CH:34][C:33](B(O)O)=[CH:32][CH:31]=1)[C:23]1[CH:28]=[CH:27][CH:26]=[CH:25][CH:24]=1.C(N(CC)CC)C.